This data is from Reaction yield outcomes from USPTO patents with 853,638 reactions. The task is: Predict the reaction yield, written as a fraction of the theoretical maximum amount of product (1.0 means a 100% yield; for example, 0.34 means a 34% yield). (1) The reactants are [F:1][C@@H:2]1[CH2:6][N:5]([C:7](=[O:10])[CH2:8][OH:9])[C@H:4]([C:11]#[N:12])[CH2:3]1.[N+:13]([C:16]1[CH:21]=[CH:20][CH:19]=[CH:18][C:17]=1[S:22](Cl)(=[O:24])=[O:23])([O-:15])=[O:14]. No catalyst specified. The product is [F:1][C@@H:2]1[CH2:6][N:5]([C:7](=[O:10])[CH2:8][O:9][S:22]([C:17]2[CH:18]=[CH:19][CH:20]=[CH:21][C:16]=2[N+:13]([O-:15])=[O:14])(=[O:23])=[O:24])[C@H:4]([C:11]#[N:12])[CH2:3]1. The yield is 0.150. (2) The reactants are [OH:1][C:2]1[CH:3]=[C:4]2[C:8](=[C:9]([N:11]([CH3:21])[S:12]([C:15]3[CH:20]=[CH:19][CH:18]=[CH:17][N:16]=3)(=[O:14])=[O:13])[CH:10]=1)[NH:7][C:6]([C:22]1[S:23][CH:24]([CH2:27][N:28]3[CH2:33][CH2:32][S:31][CH2:30][CH2:29]3)[CH2:25][N:26]=1)=[CH:5]2.C(P(CCCC)CCCC)CCC.[CH3:47][O:48][CH2:49][C@H:50](O)[CH3:51].N(C(N1CCCCC1)=O)=NC(N1CCCCC1)=O. The catalyst is C1(C)C=CC=CC=1.O1CCCC1. The product is [CH3:47][O:48][CH2:49][C@H:50]([CH3:51])[O:1][C:2]1[CH:3]=[C:4]2[C:8](=[C:9]([N:11]([CH3:21])[S:12]([C:15]3[CH:20]=[CH:19][CH:18]=[CH:17][N:16]=3)(=[O:14])=[O:13])[CH:10]=1)[NH:7][C:6]([C:22]1[S:23][CH:24]([CH2:27][N:28]3[CH2:33][CH2:32][S:31][CH2:30][CH2:29]3)[CH2:25][N:26]=1)=[CH:5]2. The yield is 0.480. (3) The reactants are [CH3:1][N:2]([CH3:6])[CH2:3][CH2:4][NH2:5].Cl[C:8]1[N:13]=[C:12]([O:14][CH3:15])[C:11]([N+:16]([O-:18])=[O:17])=[C:10]([O:19][CH3:20])[N:9]=1. The catalyst is C(O)C. The product is [CH3:1][N:2]([CH3:6])[CH2:3][CH2:4][NH:5][C:8]1[N:9]=[C:10]([O:19][CH3:20])[C:11]([N+:16]([O-:18])=[O:17])=[C:12]([O:14][CH3:15])[N:13]=1. The yield is 0.610.